The task is: Predict the reactants needed to synthesize the given product.. This data is from Full USPTO retrosynthesis dataset with 1.9M reactions from patents (1976-2016). (1) Given the product [O:21]=[C:15]1[CH:14]([N:8]2[CH2:7][C:6]3[C:10](=[CH:11][CH:12]=[C:4]([CH2:3][NH:2][C:44](=[O:45])[C:25]4[CH:26]=[CH:30][CH:31]=[CH:32][C:24]=4[C:23]([F:22])([F:33])[F:34])[CH:5]=3)[C:9]2=[O:13])[CH2:19][CH2:18][C:17](=[O:20])[NH:16]1, predict the reactants needed to synthesize it. The reactants are: Cl.[NH2:2][CH2:3][C:4]1[CH:5]=[C:6]2[C:10](=[CH:11][CH:12]=1)[C:9](=[O:13])[N:8]([CH:14]1[CH2:19][CH2:18][C:17](=[O:20])[NH:16][C:15]1=[O:21])[CH2:7]2.[F:22][C:23]([F:34])([F:33])[C:24]1[CH:25]=[C:26]([CH:30]=[CH:31][CH:32]=1)C(Cl)=O.C(N(CC)CC)C.CN(C)[CH:44]=[O:45]. (2) The reactants are: N#N.[CH2:3]([O:10][C:11]1[CH:12]=[C:13]([CH:18]=[C:19]([OH:21])[CH:20]=1)[C:14]([O:16][CH3:17])=[O:15])[C:4]1[CH:9]=[CH:8][CH:7]=[CH:6][CH:5]=1.C(=O)([O-])[O-].[K+].[K+].F[C:29]1[CH:36]=[CH:35][C:32]([CH:33]=[O:34])=[CH:31][CH:30]=1. Given the product [CH2:3]([O:10][C:11]1[CH:12]=[C:13]([CH:18]=[C:19]([O:21][C:29]2[CH:36]=[CH:35][C:32]([CH:33]=[O:34])=[CH:31][CH:30]=2)[CH:20]=1)[C:14]([O:16][CH3:17])=[O:15])[C:4]1[CH:5]=[CH:6][CH:7]=[CH:8][CH:9]=1, predict the reactants needed to synthesize it. (3) Given the product [Cl:8][C:6]1[N:5]=[C:4]([S:9][CH3:10])[N:3]=[C:2]([N:14]([CH3:15])[CH3:11])[CH:7]=1, predict the reactants needed to synthesize it. The reactants are: Cl[C:2]1[CH:7]=[C:6]([Cl:8])[N:5]=[C:4]([S:9][CH3:10])[N:3]=1.[CH:11]([N:14](C(C)C)[CH2:15]C)(C)C.CNC.O. (4) Given the product [F:1][C:2]1[CH:7]=[C:6]([F:8])[CH:5]=[CH:4][C:3]=1[C:9]1[CH:10]=[CH:11][C:12]2[S:16](=[O:17])(=[O:18])[N:15]([CH2:19][C:20]3[CH:25]=[CH:24][N:23]=[C:22]([O:26][CH3:27])[CH:21]=3)[C:14](=[O:31])[C:13]=2[CH:29]=1, predict the reactants needed to synthesize it. The reactants are: [F:1][C:2]1[CH:7]=[C:6]([F:8])[CH:5]=[CH:4][C:3]=1[C:9]1[CH:10]=[CH:11][C:12]2[S:16](=[O:18])(=[O:17])[N:15]([CH2:19][C:20]3[CH:25]=[CH:24][N:23]=[C:22]([O:26][CH3:27])[CH:21]=3)[C:14](=N)[C:13]=2[CH:29]=1.Cl.[OH2:31].